From a dataset of Forward reaction prediction with 1.9M reactions from USPTO patents (1976-2016). Predict the product of the given reaction. (1) Given the reactants C(OC(=O)[NH:7][C:8]([C:10]1[S:11][C:12]([S:39][CH3:40])=[C:13]([S:15]([C:18]2[CH:37]=[C:36]([Br:38])[C:21]3[N:22]([CH2:25][C:26]4[CH:31]=[C:30]([N+:32]([O-:34])=[O:33])[CH:29]=[CH:28][C:27]=4[F:35])[CH:23]=[N:24][C:20]=3[CH:19]=2)(=[O:17])=[O:16])[CH:14]=1)=[NH:9])(C)(C)C.C(OC(=O)[NH:48][C:49]([C:51]1[S:52][C:53]([S:80][CH3:81])=[C:54]([S:56]([C:59]2[CH:78]=[C:77]([Br:79])[C:62]3[N:63]=[CH:64][N:65]([CH2:66][C:67]4[CH:72]=[C:71]([N+:73]([O-:75])=[O:74])[CH:70]=[CH:69][C:68]=4[F:76])[C:61]=3[CH:60]=2)(=[O:58])=[O:57])[CH:55]=1)=[NH:50])(C)(C)C.[F:83][C:84]([F:89])([F:88])[C:85]([OH:87])=[O:86], predict the reaction product. The product is: [F:83][C:84]([F:89])([F:88])[C:85]([OH:87])=[O:86].[Br:79][C:77]1[C:62]2[N:63]=[CH:64][N:65]([CH2:66][C:67]3[CH:72]=[C:71]([N+:73]([O-:75])=[O:74])[CH:70]=[CH:69][C:68]=3[F:76])[C:61]=2[CH:60]=[C:59]([S:56]([C:54]2[CH:55]=[C:51]([C:49]([NH2:50])=[NH:48])[S:52][C:53]=2[S:80][CH3:81])(=[O:57])=[O:58])[CH:78]=1.[F:83][C:84]([F:89])([F:88])[C:85]([OH:87])=[O:86].[Br:38][C:36]1[C:21]2[N:22]([CH2:25][C:26]3[CH:31]=[C:30]([N+:32]([O-:34])=[O:33])[CH:29]=[CH:28][C:27]=3[F:35])[CH:23]=[N:24][C:20]=2[CH:19]=[C:18]([S:15]([C:13]2[CH:14]=[C:10]([C:8]([NH2:9])=[NH:7])[S:11][C:12]=2[S:39][CH3:40])(=[O:17])=[O:16])[CH:37]=1. (2) Given the reactants [Cl:1][C:2]1[CH:3]=[N:4][C:5]2[N:6]([N:8]=[C:9]([C:11]([OH:13])=O)[CH:10]=2)[CH:7]=1.[CH3:14][CH:15]1[C:24]2[C:19](=[C:20]([NH:25][C:26](=[O:28])[CH3:27])[CH:21]=[CH:22][CH:23]=2)[CH2:18][CH2:17][NH:16]1, predict the reaction product. The product is: [Cl:1][C:2]1[CH:3]=[N:4][C:5]2[N:6]([N:8]=[C:9]([C:11]([N:16]3[CH2:17][CH2:18][C:19]4[C:24](=[CH:23][CH:22]=[CH:21][C:20]=4[NH:25][C:26](=[O:28])[CH3:27])[CH:15]3[CH3:14])=[O:13])[CH:10]=2)[CH:7]=1. (3) Given the reactants [F:1][C:2]([F:31])([F:30])[CH2:3][NH:4][C:5]([C:7]1([CH2:20][CH2:21][CH2:22][CH2:23][N:24]2[CH2:29][CH2:28][NH:27][CH2:26][CH2:25]2)[C:19]2[CH:18]=[CH:17][CH:16]=[CH:15][C:14]=2[C:13]2[C:8]1=[CH:9][CH:10]=[CH:11][CH:12]=2)=[O:6].Cl[C:33]1[CH:42]=[CH:41][C:40]2[C:35](=[CH:36][C:37]([Cl:43])=[CH:38][CH:39]=2)[N:34]=1, predict the reaction product. The product is: [F:31][C:2]([F:30])([F:1])[CH2:3][NH:4][C:5]([C:7]1([CH2:20][CH2:21][CH2:22][CH2:23][N:24]2[CH2:25][CH2:26][N:27]([C:33]3[CH:42]=[CH:41][C:40]4[C:35](=[CH:36][C:37]([Cl:43])=[CH:38][CH:39]=4)[N:34]=3)[CH2:28][CH2:29]2)[C:8]2[CH:9]=[CH:10][CH:11]=[CH:12][C:13]=2[C:14]2[C:19]1=[CH:18][CH:17]=[CH:16][CH:15]=2)=[O:6]. (4) Given the reactants [CH3:1][C@H:2]1[O:7][C@@H:6]([CH3:8])[CH2:5][NH:4][CH2:3]1.[N:9]1[C:17]2[C:12](=[N:13][CH:14]=[CH:15][CH:16]=2)[S:11][C:10]=1[C:18]1[CH:23]=[CH:22][CH:21]=[CH:20][C:19]=1[NH:24][C:25]([C:27]1[CH:32]=[C:31]([O:33][CH2:34][CH2:35]Br)[CH:30]=[C:29]([C:37]2[CH:42]=[CH:41][CH:40]=[CH:39][CH:38]=2)[N:28]=1)=[O:26], predict the reaction product. The product is: [N:9]1[C:17]2[C:12](=[N:13][CH:14]=[CH:15][CH:16]=2)[S:11][C:10]=1[C:18]1[CH:23]=[CH:22][CH:21]=[CH:20][C:19]=1[NH:24][C:25]([C:27]1[CH:32]=[C:31]([O:33][CH2:34][CH2:35][N:4]2[CH2:5][C@H:6]([CH3:8])[O:7][C@H:2]([CH3:1])[CH2:3]2)[CH:30]=[C:29]([C:37]2[CH:42]=[CH:41][CH:40]=[CH:39][CH:38]=2)[N:28]=1)=[O:26]. (5) Given the reactants [NH2:1][C:2]1[N:7]=[CH:6][C:5]([C:8]2[CH:9]=[N:10][N:11]([C@@H:13]3[CH2:17][NH:16][C@H:15]([C:18](O)=[O:19])[CH2:14]3)[CH:12]=2)=[CH:4][C:3]=1[C:21]1[S:22][C:23]2[CH:29]=[CH:28][CH:27]=[CH:26][C:24]=2[N:25]=1.C1COCC1.[H-].[H-].[H-].[H-].[Li+].[Al+3], predict the reaction product. The product is: [NH2:1][C:2]1[N:7]=[CH:6][C:5]([C:8]2[CH:9]=[N:10][N:11]([CH:13]3[CH2:17][NH:16][C@H:15]([CH2:18][OH:19])[CH2:14]3)[CH:12]=2)=[CH:4][C:3]=1[C:21]1[S:22][C:23]2[CH:29]=[CH:28][CH:27]=[CH:26][C:24]=2[N:25]=1. (6) Given the reactants Br[C:2]1[CH:3]=[N:4][C:5]2[N:6]([CH:8]=[C:9]([CH2:11][O:12][C:13]3[CH:18]=[CH:17][CH:16]=[CH:15][N:14]=3)[N:10]=2)[CH:7]=1.[F:19][C:20]1[C:21]([CH3:29])=[C:22](B(O)O)[CH:23]=[CH:24][CH:25]=1, predict the reaction product. The product is: [F:19][C:20]1[C:21]([CH3:29])=[C:22]([C:2]2[CH:3]=[N:4][C:5]3[N:6]([CH:8]=[C:9]([CH2:11][O:12][C:13]4[CH:18]=[CH:17][CH:16]=[CH:15][N:14]=4)[N:10]=3)[CH:7]=2)[CH:23]=[CH:24][CH:25]=1. (7) Given the reactants [CH3:1][C:2]1[C:6]([CH2:7][N:8]([C:14]2[CH:19]=[CH:18][C:17]([CH2:20][C:21](=[O:37])[NH:22][CH:23]([C:31]3[CH:36]=[CH:35][CH:34]=[CH:33][CH:32]=3)[C:24]3[CH:29]=[CH:28][C:27]([CH3:30])=[CH:26][CH:25]=3)=[CH:16][CH:15]=2)[CH2:9][C:10]([O:12]C)=[O:11])=[C:5]([CH3:38])[O:4][N:3]=1.[Li+].[OH-], predict the reaction product. The product is: [CH3:1][C:2]1[C:6]([CH2:7][N:8]([C:14]2[CH:15]=[CH:16][C:17]([CH2:20][C:21](=[O:37])[NH:22][CH:23]([C:31]3[CH:32]=[CH:33][CH:34]=[CH:35][CH:36]=3)[C:24]3[CH:25]=[CH:26][C:27]([CH3:30])=[CH:28][CH:29]=3)=[CH:18][CH:19]=2)[CH2:9][C:10]([OH:12])=[O:11])=[C:5]([CH3:38])[O:4][N:3]=1.